From a dataset of Catalyst prediction with 721,799 reactions and 888 catalyst types from USPTO. Predict which catalyst facilitates the given reaction. (1) Product: [CH2:1]([O:3][C:4]([N:6]1[CH2:12][CH2:11][CH2:10][N:9]([C:14]2[NH:18][C:17]3[CH:19]=[CH:20][CH:21]=[CH:22][C:16]=3[N:15]=2)[CH2:8][CH2:7]1)=[O:5])[CH3:2]. Reactant: [CH2:1]([O:3][C:4]([N:6]1[CH2:12][CH2:11][CH2:10][NH:9][CH2:8][CH2:7]1)=[O:5])[CH3:2].Cl[C:14]1[NH:15][C:16]2[CH:22]=[CH:21][CH:20]=[CH:19][C:17]=2[N:18]=1. The catalyst class is: 5. (2) Reactant: Br[C:2]1[CH:3]=[C:4]2[C:9](=[CH:10][CH:11]=1)[C:8](=[O:12])[NH:7][C:6](=[O:13])[C:5]2=[CH:14][O:15][CH3:16].[O:17]1[CH:21]=[CH:20][CH:19]=[C:18]1[Sn](CCCC)(CCCC)CCCC. Product: [O:17]1[CH:21]=[CH:20][CH:19]=[C:18]1[C:2]1[CH:3]=[C:4]2[C:9](=[CH:10][CH:11]=1)[C:8](=[O:12])[NH:7][C:6](=[O:13])[C:5]2=[CH:14][O:15][CH3:16]. The catalyst class is: 558. (3) Reactant: [NH:1]([C:8]1[N:17]=[CH:16][C:15]2[CH2:14][CH2:13][C:12]3[C:18]([C:22]([O:24]CC)=[O:23])=[N:19][N:20]([CH3:21])[C:11]=3[C:10]=2[N:9]=1)[C:2]1[CH:7]=[CH:6][CH:5]=[CH:4][CH:3]=1.O.[OH-].[Li+].Cl.O. Product: [NH:1]([C:8]1[N:17]=[CH:16][C:15]2[CH2:14][CH2:13][C:12]3[C:18]([C:22]([OH:24])=[O:23])=[N:19][N:20]([CH3:21])[C:11]=3[C:10]=2[N:9]=1)[C:2]1[CH:3]=[CH:4][CH:5]=[CH:6][CH:7]=1. The catalyst class is: 193. (4) Reactant: C([O:3][C:4](=[O:30])[CH2:5][NH:6][C:7](=[O:29])[CH2:8][O:9][N:10]=[C:11]1[C:23]2[C:18](=[N:19][C:20]([C:26](=[O:28])[NH2:27])=[C:21]([C:24]#[N:25])[N:22]=2)[C:17]2[CH:16]=[CH:15][CH:14]=[CH:13][C:12]1=2)C.O[Li].O.Cl. Product: [C:26]([C:20]1[N:19]=[C:18]2[C:17]3[CH:16]=[CH:15][CH:14]=[CH:13][C:12]=3[C:11](=[N:10][O:9][CH2:8][C:7]([NH:6][CH2:5][C:4]([OH:30])=[O:3])=[O:29])[C:23]2=[N:22][C:21]=1[C:24]#[N:25])(=[O:28])[NH2:27]. The catalyst class is: 20. (5) Product: [N:2]1[CH:7]=[CH:6][CH:5]=[CH:4][C:3]=1[N:8]([CH2:32][CH2:33][C:34]([O:36][CH3:37])=[O:35])[C:9]([C:11]1[CH:31]=[CH:30][C:14]2[N:15]([CH3:29])[C:16]([CH2:18][NH:19][C:20]3[CH:25]=[CH:24][C:23]([C:26](=[NH:27])[NH:28][C:38](=[O:45])[C:39]4[CH:44]=[CH:43][CH:42]=[CH:41][CH:40]=4)=[CH:22][CH:21]=3)=[N:17][C:13]=2[CH:12]=1)=[O:10]. Reactant: Cl.[N:2]1[CH:7]=[CH:6][CH:5]=[CH:4][C:3]=1[N:8]([CH2:32][CH2:33][C:34]([O:36][CH3:37])=[O:35])[C:9]([C:11]1[CH:31]=[CH:30][C:14]2[N:15]([CH3:29])[C:16]([CH2:18][NH:19][C:20]3[CH:25]=[CH:24][C:23]([C:26](=[NH:28])[NH2:27])=[CH:22][CH:21]=3)=[N:17][C:13]=2[CH:12]=1)=[O:10].[C:38](Cl)(=[O:45])[C:39]1[CH:44]=[CH:43][CH:42]=[CH:41][CH:40]=1. The catalyst class is: 98. (6) Reactant: [CH3:1][S:2]([C:5]1[CH:12]=[CH:11][C:8]([CH2:9][Cl:10])=[CH:7][CH:6]=1)(=[O:4])=[O:3].[C:13]1([P:19]([C:26]2[CH:31]=[CH:30][CH:29]=[CH:28][CH:27]=2)[C:20]2[CH:25]=[CH:24][CH:23]=[CH:22][CH:21]=2)[CH:18]=[CH:17][CH:16]=[CH:15][CH:14]=1. Product: [Cl-:10].[CH3:1][S:2]([C:5]1[CH:12]=[CH:11][C:8]([CH2:9][P+:19]([C:20]2[CH:21]=[CH:22][CH:23]=[CH:24][CH:25]=2)([C:26]2[CH:31]=[CH:30][CH:29]=[CH:28][CH:27]=2)[C:13]2[CH:14]=[CH:15][CH:16]=[CH:17][CH:18]=2)=[CH:7][CH:6]=1)(=[O:4])=[O:3]. The catalyst class is: 11. (7) Reactant: [CH3:1][C:2]1[CH:3]=[C:4]([CH:6]=[C:7](B2OC(C)(C)C(C)(C)O2)[CH:8]=1)[NH2:5].Br[C:19]1[S:23][C:22]([C:24]2([OH:34])[CH2:33][CH2:32][C:27]3([O:31][CH2:30][CH2:29][O:28]3)[CH2:26][CH2:25]2)=[N:21][CH:20]=1.CC(C1C=C(C(C)C)C(C2C=CC=CC=2P(C2CCCCC2)C2CCCCC2)=C(C(C)C)C=1)C.C(=O)([O-])[O-].[Cs+].[Cs+]. Product: [NH2:5][C:4]1[CH:6]=[C:7]([C:19]2[S:23][C:22]([C:24]3([OH:34])[CH2:33][CH2:32][C:27]4([O:31][CH2:30][CH2:29][O:28]4)[CH2:26][CH2:25]3)=[N:21][CH:20]=2)[CH:8]=[C:2]([CH3:1])[CH:3]=1. The catalyst class is: 110. (8) Reactant: [C:1]([NH:4][C:5]1[CH:6]=[C:7]2[C:12](=[CH:13][CH:14]=1)[C:11](=[O:15])[CH2:10][CH2:9][CH2:8]2)(=[O:3])[CH3:2].[CH:16]1([CH:21]=O)[CH2:20][CH2:19][CH2:18][CH2:17]1.N1CCCC1.Cl. Product: [CH:16]1(/[CH:21]=[C:10]2/[C:11](=[O:15])[C:12]3[CH:13]=[CH:14][C:5]([NH:4][C:1](=[O:3])[CH3:2])=[CH:6][C:7]=3[CH2:8][CH2:9]/2)[CH2:20][CH2:19][CH2:18][CH2:17]1. The catalyst class is: 5. (9) Reactant: Br[C:2]1[CH:7]=[CH:6][C:5]([Br:8])=[CH:4][N:3]=1.[Li]CCCC.[C:14]1(=[O:19])[CH2:18][CH2:17][CH2:16][CH2:15]1.[Cl-].[NH4+]. Product: [Br:8][C:5]1[CH:6]=[CH:7][C:2]([C:14]2([OH:19])[CH2:18][CH2:17][CH2:16][CH2:15]2)=[N:3][CH:4]=1. The catalyst class is: 1. (10) Reactant: C(Br)(Br)(Br)[Br:2].[Cl:6][C:7]1[CH:12]=[CH:11][C:10]([C@H:13]([C@@H:15]2[O:20][CH2:19][CH2:18][N:17]([CH2:21][C:22]3[CH:27]=[CH:26][CH:25]=[CH:24][CH:23]=3)[CH2:16]2)O)=[CH:9][CH:8]=1.[Cl:28][C:29]1[CH:34]=[CH:33][C:32]([C@@H:35]([C@H:37]2[O:42][CH2:41][CH2:40][N:39]([CH2:43][C:44]3[CH:49]=[CH:48][CH:47]=[CH:46][CH:45]=3)[CH2:38]2)O)=[CH:31][CH:30]=1.C1(P(C2C=CC=CC=2)C2C=CC=CC=2)C=CC=CC=1. Product: [Br:2][C@@H:13]([C:10]1[CH:11]=[CH:12][C:7]([Cl:6])=[CH:8][CH:9]=1)[C@@H:15]1[O:20][CH2:19][CH2:18][N:17]([CH2:21][C:22]2[CH:27]=[CH:26][CH:25]=[CH:24][CH:23]=2)[CH2:16]1.[Br:2][C@H:35]([C:32]1[CH:33]=[CH:34][C:29]([Cl:28])=[CH:30][CH:31]=1)[C@H:37]1[O:42][CH2:41][CH2:40][N:39]([CH2:43][C:44]2[CH:49]=[CH:48][CH:47]=[CH:46][CH:45]=2)[CH2:38]1. The catalyst class is: 4.